Dataset: Forward reaction prediction with 1.9M reactions from USPTO patents (1976-2016). Task: Predict the product of the given reaction. (1) Given the reactants [Br:1][C:2]1[CH:10]=[C:9]([C:11]([OH:13])=[O:12])[CH:8]=[CH:7][C:3]=1[C:4]([OH:6])=O.[NH:14]1[CH2:18][CH2:17][CH2:16][CH2:15]1.CN1CCOCC1, predict the reaction product. The product is: [Br:1][C:2]1[CH:10]=[C:9]([CH:8]=[CH:7][C:3]=1[C:4]([N:14]1[CH2:18][CH2:17][CH2:16][CH2:15]1)=[O:6])[C:11]([OH:13])=[O:12]. (2) Given the reactants [F:1][CH2:2][CH2:3][O:4][CH2:5][CH2:6][OH:7].[C:8]1([CH3:18])[CH:13]=[CH:12][C:11]([S:14](Cl)(=[O:16])=[O:15])=[CH:10][CH:9]=1, predict the reaction product. The product is: [CH3:18][C:8]1[CH:13]=[CH:12][C:11]([S:14]([O:7][CH2:6][CH2:5][O:4][CH2:3][CH2:2][F:1])(=[O:16])=[O:15])=[CH:10][CH:9]=1. (3) The product is: [CH2:1]([O:3][C:4]([C:5]1[N:6]=[C:7]([CH:8]([CH3:10])[CH3:9])[S:24][C:12]=1[NH2:13])=[O:14])[CH3:2]. Given the reactants [CH2:1]([O:3][C:4](=[O:14])[CH:5]([C:12]#[N:13])[NH:6][C:7](=O)[CH:8]([CH3:10])[CH3:9])[CH3:2].COC1C=CC(P2(SP(C3C=CC(OC)=CC=3)(=S)S2)=[S:24])=CC=1.CCCCCCC.C1COCC1, predict the reaction product.